Dataset: Full USPTO retrosynthesis dataset with 1.9M reactions from patents (1976-2016). Task: Predict the reactants needed to synthesize the given product. (1) Given the product [NH2:1][C:2]1[CH:3]=[N:4][CH:5]=[C:6]([F:32])[C:7]=1[CH2:8][CH2:9][C@@H:10]1[N:15]([S:16]([C:19]2[CH:24]=[CH:23][CH:22]=[CH:21][CH:20]=2)(=[O:17])=[O:18])[CH2:14][CH2:13][N:12]([C:25]([O:27][C:28]([CH3:30])([CH3:29])[CH3:31])=[O:26])[CH2:11]1, predict the reactants needed to synthesize it. The reactants are: [NH2:1][C:2]1[CH:3]=[N:4][CH:5]=[C:6]([F:32])[C:7]=1[C:8]#[C:9][C@@H:10]1[N:15]([S:16]([C:19]2[CH:24]=[CH:23][CH:22]=[CH:21][CH:20]=2)(=[O:18])=[O:17])[CH2:14][CH2:13][N:12]([C:25]([O:27][C:28]([CH3:31])([CH3:30])[CH3:29])=[O:26])[CH2:11]1.N#N. (2) Given the product [CH2:12]([O:11][C:5]1[C:6]([OH:10])=[C:7]([C:2]([C:21]#[C:20][C:14]2[CH:19]=[CH:18][CH:17]=[CH:16][CH:15]=2)=[CH:3][CH:4]=1)[CH:8]=[O:9])[CH3:13], predict the reactants needed to synthesize it. The reactants are: Br[C:2]1[C:7]([CH:8]=[O:9])=[C:6]([OH:10])[C:5]([O:11][CH2:12][CH3:13])=[CH:4][CH:3]=1.[C:14]1([C:20]#[CH:21])[CH:19]=[CH:18][CH:17]=[CH:16][CH:15]=1.C(N(C(C)C)CC)(C)C.O1CCOCC1. (3) Given the product [C:2]([C:5]1[CH:10]([CH2:11][CH:12]2[CH2:20][C:19]3[C:14](=[CH:15][C:16]([O:23][CH3:24])=[C:17]([O:21][CH3:22])[CH:18]=3)[C:13]2=[O:25])[CH:9]=[CH:8][N:7]([CH2:26][C:27]2[CH:32]=[CH:31][CH:30]=[CH:29][C:28]=2[CH3:33])[CH:6]=1)(=[O:4])[CH3:3], predict the reactants needed to synthesize it. The reactants are: [Br-].[C:2]([C:5]1[CH:6]=[N+:7]([CH2:26][C:27]2[CH:32]=[CH:31][CH:30]=[CH:29][C:28]=2[CH3:33])[CH:8]=[CH:9][C:10]=1[CH2:11][CH:12]1[CH2:20][C:19]2[C:14](=[CH:15][C:16]([O:23][CH3:24])=[C:17]([O:21][CH3:22])[CH:18]=2)[C:13]1=[O:25])(=[O:4])[CH3:3].C1C(C(N)=O)=CN(CC2C=CC=CC=2)C=C1. (4) Given the product [Cl:1][C:2]1[C:20]([O:21][CH3:22])=[CH:19][C:5]([C:6]([NH:8][C:9]2[CH:10]=[CH:11][C:12]([C:13]([OH:15])=[O:14])=[CH:17][CH:18]=2)=[O:7])=[CH:4][C:3]=1[O:23][CH:24]([CH3:26])[CH3:25], predict the reactants needed to synthesize it. The reactants are: [Cl:1][C:2]1[C:20]([O:21][CH3:22])=[CH:19][C:5]([C:6]([NH:8][C:9]2[CH:18]=[CH:17][C:12]([C:13]([O:15]C)=[O:14])=[CH:11][CH:10]=2)=[O:7])=[CH:4][C:3]=1[O:23][CH:24]([CH3:26])[CH3:25]. (5) Given the product [C:35]([CH:32]1[CH2:31][CH2:30][CH:29]([NH:28][CH2:27][C:24]2[CH:25]=[CH:26][C:21]([C:20](=[O:39])[CH2:11][C:8]3[N:9]=[N:10][N:6]([C:3]([O:2][CH3:1])([CH3:5])[CH3:4])[N:7]=3)=[CH:22][CH:23]=2)[CH2:34][CH2:33]1)([CH3:38])([CH3:36])[CH3:37], predict the reactants needed to synthesize it. The reactants are: [CH3:1][O:2][C:3]([N:6]1[N:10]=[N:9][C:8]([CH3:11])=[N:7]1)([CH3:5])[CH3:4].C([Li])CCC.CON(C)[C:20](=[O:39])[C:21]1[CH:26]=[CH:25][C:24]([CH2:27][NH:28][C@H:29]2[CH2:34][CH2:33][C@H:32]([C:35]([CH3:38])([CH3:37])[CH3:36])[CH2:31][CH2:30]2)=[CH:23][CH:22]=1.